Dataset: Forward reaction prediction with 1.9M reactions from USPTO patents (1976-2016). Task: Predict the product of the given reaction. (1) Given the reactants [Br:1][C:2]1[CH:15]=[CH:14][C:5]([C:6]([NH:8][CH2:9][Si:10]([CH3:13])([CH3:12])[CH3:11])=[S:7])=[CH:4][C:3]=1[Cl:16].CI.[C:19]([O-])([O-])=O.[Cs+].[Cs+].O, predict the reaction product. The product is: [CH3:19][S:7][C:6](=[N:8][CH2:9][Si:10]([CH3:12])([CH3:13])[CH3:11])[C:5]1[CH:14]=[CH:15][C:2]([Br:1])=[C:3]([Cl:16])[CH:4]=1. (2) Given the reactants [CH3:1][O:2][C:3]([NH:5][C@@H:6]([CH:40]([CH3:42])[CH3:41])[C:7]([N:9]1[C@@H:13]([CH3:14])[CH2:12][CH2:11][C@H:10]1[C:15]([O:17][CH2:18][C:19](=[O:39])[C:20]1[CH:21]=[CH:22][C:23]2[C:32]3[CH:31]=[C:30]4[CH2:33][CH2:34][CH2:35][C:36](=[O:37])[C:29]4=[CH:28][C:27]=3[O:26][CH2:25][C:24]=2[CH:38]=1)=[O:16])=[O:8])=[O:4].[Br-:43].[Br-].[Br-].[NH+]1C=CC=CC=1.[NH+]1C=CC=CC=1.[NH+]1C=CC=CC=1, predict the reaction product. The product is: [CH3:1][O:2][C:3]([NH:5][C@@H:6]([CH:40]([CH3:42])[CH3:41])[C:7]([N:9]1[C@@H:13]([CH3:14])[CH2:12][CH2:11][C@H:10]1[C:15]([O:17][CH2:18][C:19]([C:20]1[CH:21]=[CH:22][C:23]2[C:32]3[CH:31]=[C:30]4[CH2:33][CH2:34][CH:35]([Br:43])[C:36](=[O:37])[C:29]4=[CH:28][C:27]=3[O:26][CH2:25][C:24]=2[CH:38]=1)=[O:39])=[O:16])=[O:8])=[O:4]. (3) Given the reactants [Cl:1][C:2]1[CH:7]=[CH:6][C:5]([CH:8]([NH:11][C:12]([C:14]2([NH:29]C(=O)OC(C)(C)C)[CH2:19][CH2:18][N:17]([C:20]3[C:21]4[CH:28]=[CH:27][NH:26][C:22]=4[N:23]=[CH:24][N:25]=3)[CH2:16][CH2:15]2)=[O:13])[CH2:9][OH:10])=[CH:4][CH:3]=1.FC(F)(F)C(O)=O, predict the reaction product. The product is: [NH2:29][C:14]1([C:12]([NH:11][CH:8]([C:5]2[CH:4]=[CH:3][C:2]([Cl:1])=[CH:7][CH:6]=2)[CH2:9][OH:10])=[O:13])[CH2:15][CH2:16][N:17]([C:20]2[C:21]3[CH:28]=[CH:27][NH:26][C:22]=3[N:23]=[CH:24][N:25]=2)[CH2:18][CH2:19]1. (4) The product is: [CH3:1][N:2]1[C:7]([CH3:8])=[CH:6][C:5](=[O:9])[C:4]([O:10][CH2:11][C:12]2[CH:17]=[CH:16][CH:15]=[CH:14][CH:13]=2)=[C:3]1[CH2:18][NH2:19]. Given the reactants [CH3:1][N:2]1[C:7]([CH3:8])=[CH:6][C:5](=[O:9])[C:4]([O:10][CH2:11][C:12]2[CH:17]=[CH:16][CH:15]=[CH:14][CH:13]=2)=[C:3]1[CH2:18][N:19]1C(=O)C2=CC=CC=C2C1=O.O.Cl, predict the reaction product. (5) Given the reactants [Br:1][C:2]1[CH:13]=[C:6]2[C:7]([O:9]C(=O)[NH:11][C:5]2=[CH:4][CH:3]=1)=O.[NH2:14][CH2:15][C:16]([NH:18][C:19]([CH3:22])([CH3:21])[CH3:20])=[O:17], predict the reaction product. The product is: [NH2:11][C:5]1[CH:4]=[CH:3][C:2]([Br:1])=[CH:13][C:6]=1[C:7]([NH:14][CH2:15][C:16](=[O:17])[NH:18][C:19]([CH3:22])([CH3:21])[CH3:20])=[O:9]. (6) The product is: [Cl:1][C:2]1[CH:3]=[C:4]([C:9]2([OH:37])[CH2:13][CH2:12][N:11]([C:14]3[CH:19]=[CH:18][C:17]([O:20][CH3:21])=[C:16]([O:22][CH2:23][CH2:24][N:25]4[CH2:26][CH2:27][CH:28]([CH3:31])[CH2:29][CH2:30]4)[CH:15]=3)[C:10]2=[O:32])[CH:5]=[CH:6][C:7]=1[Cl:8]. Given the reactants [Cl:1][C:2]1[CH:3]=[C:4]([CH:9]2[CH2:13][CH2:12][N:11]([C:14]3[CH:19]=[CH:18][C:17]([O:20][CH3:21])=[C:16]([O:22][CH2:23][CH2:24][N:25]4[CH2:30][CH2:29][CH:28]([CH3:31])[CH2:27][CH2:26]4)[CH:15]=3)[C:10]2=[O:32])[CH:5]=[CH:6][C:7]=1[Cl:8].C([O:37][K])(C)(C)C.C([O-])(O)=O.[Na+], predict the reaction product.